Dataset: Reaction yield outcomes from USPTO patents with 853,638 reactions. Task: Predict the reaction yield, written as a fraction of the theoretical maximum amount of product (1.0 means a 100% yield; for example, 0.34 means a 34% yield). (1) The reactants are C(=O)([O-])[O-].[Cs+].[Cs+].[CH3:7]I.[Cl:9][C:10]1[C:11]2[CH:18]=[CH:17][NH:16][C:12]=2[N:13]=[CH:14][N:15]=1.O. The catalyst is CN(C=O)C. The product is [Cl:9][C:10]1[C:11]2[CH:18]=[CH:17][N:16]([CH3:7])[C:12]=2[N:13]=[CH:14][N:15]=1. The yield is 0.880. (2) The reactants are [S:1]([N:5]=[C:6]=O)N=C=O.[Na].[N:9]1C=CC=C[CH:10]=1.CS(ON=C(Cl)[C@H:22]1[CH2:26][O:25][C:24]2([CH2:31][CH2:30][CH2:29][CH2:28][CH2:27]2)[O:23]1)(=O)=O.[Br:33][C:34]1[CH:35]=[C:36]([O:41][C:42]2[C:43]([CH3:48])=[N:44][CH:45]=[CH:46][CH:47]=2)[C:37]([NH2:40])=[N:38][CH:39]=1. The catalyst is C(#N)C. The product is [Br:33][C:34]1[CH:35]=[C:36]([O:41][C:42]2[C:43]([CH3:48])=[N:44][CH:45]=[CH:46][CH:47]=2)[C:37]([NH:40][C:10]2[S:1][N:5]=[C:6]([C@H:26]3[CH2:22][O:23][C:24]4([CH2:27][CH2:28][CH2:29][CH2:30][CH2:31]4)[O:25]3)[N:9]=2)=[N:38][CH:39]=1. The yield is 0.730. (3) The reactants are [CH3:1]OC(OC)N(C)C.[CH:9]([N:22]1[CH2:25][C:24]([NH:29][CH3:30])([C:26]([NH2:28])=[O:27])[CH2:23]1)([C:16]1[CH:21]=[CH:20][CH:19]=[CH:18][CH:17]=1)[C:10]1[CH:15]=[CH:14][CH:13]=[CH:12][CH:11]=1. No catalyst specified. The product is [CH:9]([N:22]1[CH2:25][C:24]2([C:26](=[O:27])[N:28]=[CH:30][N:29]2[CH3:1])[CH2:23]1)([C:10]1[CH:15]=[CH:14][CH:13]=[CH:12][CH:11]=1)[C:16]1[CH:21]=[CH:20][CH:19]=[CH:18][CH:17]=1. The yield is 0.960. (4) The reactants are [N:1]1([CH2:6][CH2:7][O:8][C:9]2[CH:14]=[CH:13][C:12]([NH2:15])=[CH:11][CH:10]=2)[CH2:5][CH2:4][CH2:3][CH2:2]1.[F:16][C:17]1[CH:25]=[CH:24][CH:23]=[C:22]2[C:18]=1[C:19](=[CH:27]O)[C:20](=[O:26])[NH:21]2. No catalyst specified. The product is [F:16][C:17]1[CH:25]=[CH:24][CH:23]=[C:22]2[C:18]=1[C:19](=[CH:27][NH:15][C:12]1[CH:11]=[CH:10][C:9]([O:8][CH2:7][CH2:6][N:1]3[CH2:5][CH2:4][CH2:3][CH2:2]3)=[CH:14][CH:13]=1)[C:20](=[O:26])[NH:21]2. The yield is 0.770. (5) The reactants are Cl[C:2]1[N:7]=[CH:6][C:5]([C:8]([O:10][CH3:11])=[O:9])=[CH:4][N:3]=1.[CH3:12][CH:13]([N:15]1[CH2:21][CH2:20][CH2:19][NH:18][CH2:17][CH2:16]1)[CH3:14].C(N(C(C)C)C(C)C)C. The catalyst is ClCCl. The product is [CH3:12][CH:13]([N:15]1[CH2:21][CH2:20][CH2:19][N:18]([C:2]2[N:7]=[CH:6][C:5]([C:8]([O:10][CH3:11])=[O:9])=[CH:4][N:3]=2)[CH2:17][CH2:16]1)[CH3:14]. The yield is 0.790.